This data is from Reaction yield outcomes from USPTO patents with 853,638 reactions. The task is: Predict the reaction yield, written as a fraction of the theoretical maximum amount of product (1.0 means a 100% yield; for example, 0.34 means a 34% yield). (1) The product is [F:27][C:24]1[CH:25]=[C:26]2[C:21](=[CH:22][CH:23]=1)[NH:20][CH:19]=[C:18]2[CH2:17][CH2:16][CH2:15][NH:13][CH:6]1[CH2:5][C:4]2[C:9](=[CH:10][CH:11]=[CH:12][C:3]=2[O:2][CH3:1])[O:8][CH2:7]1. The yield is 0.660. The reactants are [CH3:1][O:2][C:3]1[CH:12]=[CH:11][CH:10]=[C:9]2[C:4]=1[CH2:5][CH:6]([NH2:13])[CH2:7][O:8]2.Br[CH2:15][CH2:16][CH2:17][C:18]1[C:26]2[C:21](=[CH:22][CH:23]=[C:24]([F:27])[CH:25]=2)[NH:20][CH:19]=1.C(N(CC)CC)C.CCCCCC.CCOC(C)=O.CO. The catalyst is CS(C)=O. (2) The product is [Br:14][C:4]1[CH:5]=[C:6]([O:8][C:9]([F:11])([F:12])[F:10])[CH:7]=[C:2]([Cl:1])[C:3]=1[OH:13]. The yield is 0.550. The catalyst is ClC1C=CC=CC=1. The reactants are [Cl:1][C:2]1[CH:7]=[C:6]([O:8][C:9]([F:12])([F:11])[F:10])[CH:5]=[CH:4][C:3]=1[OH:13].[Br:14]N1C(=O)CCC1=O. (3) The reactants are C[O:2][C:3](=[O:12])[C:4]1[CH:9]=[CH:8][CH:7]=[C:6]([NH2:10])[C:5]=1[NH2:11].[C:13](O)(=O)[CH:14]([CH3:16])[CH3:15].[OH-].[Na+]. The catalyst is Cl. The product is [CH:14]([C:16]1[NH:10][C:6]2[CH:7]=[CH:8][CH:9]=[C:4]([C:3]([OH:2])=[O:12])[C:5]=2[N:11]=1)([CH3:15])[CH3:13]. The yield is 0.870. (4) The reactants are Br[C:2]1[CH:3]=[C:4]2[C:8](=[CH:9][CH:10]=1)[C:7](=[O:11])[N:6]([CH:12]1[CH2:17][CH2:16][C:15](=[O:18])[NH:14][C:13]1=[O:19])[CH2:5]2.[CH3:20][N:21](C)C=O. The catalyst is C1(P(C2C=CC=CC=2)[C-]2C=CC=C2)C=CC=CC=1.[C-]1(P(C2C=CC=CC=2)C2C=CC=CC=2)C=CC=C1.[Fe+2].[C-]#N.[Zn+2].[C-]#N.C([O-])(=O)C.[Zn+2].C([O-])(=O)C.C1C=CC(/C=C/C(/C=C/C2C=CC=CC=2)=O)=CC=1.C1C=CC(/C=C/C(/C=C/C2C=CC=CC=2)=O)=CC=1.C1C=CC(/C=C/C(/C=C/C2C=CC=CC=2)=O)=CC=1.[Pd].[Pd]. The product is [O:19]=[C:13]1[CH:12]([N:6]2[CH2:5][C:4]3[C:8](=[CH:9][CH:10]=[C:2]([C:20]#[N:21])[CH:3]=3)[C:7]2=[O:11])[CH2:17][CH2:16][C:15](=[O:18])[NH:14]1. The yield is 0.572. (5) The product is [F:1][C:2]1[CH:3]=[CH:4][C:5]([S:8]([N:11]2[C:15]([C:16]3[CH:21]=[CH:20][CH:19]=[CH:18][CH:17]=3)=[C:14]([CH3:22])[C:13]([CH:23]=[O:24])=[CH:12]2)(=[O:9])=[O:10])=[CH:6][CH:7]=1. The catalyst is O1CCCC1.C1(C)C=CC=CC=1. The yield is 0.530. The reactants are [F:1][C:2]1[CH:7]=[CH:6][C:5]([S:8]([N:11]2[C:15]([C:16]3[CH:21]=[CH:20][CH:19]=[CH:18][CH:17]=3)=[C:14]([CH3:22])[C:13]([C:23](OC)=[O:24])=[CH:12]2)(=[O:10])=[O:9])=[CH:4][CH:3]=1.[H-].C([Al+]CC(C)C)C(C)C.Cl.